From a dataset of Ames mutagenicity test results for genotoxicity prediction. Regression/Classification. Given a drug SMILES string, predict its toxicity properties. Task type varies by dataset: regression for continuous values (e.g., LD50, hERG inhibition percentage) or binary classification for toxic/non-toxic outcomes (e.g., AMES mutagenicity, cardiotoxicity, hepatotoxicity). Dataset: ames. (1) The compound is COC(=O)/C(C#N)=C/c1ccccc1Br. The result is 0 (non-mutagenic). (2) The molecule is Oc1ccc2ccc3cc4ccccc4c4ccc1c2c34. The result is 1 (mutagenic). (3) The molecule is CCCCN(CC(O)C1=CC(=[N+]=[N-])C(=O)C=C1)N=O. The result is 1 (mutagenic).